Dataset: Full USPTO retrosynthesis dataset with 1.9M reactions from patents (1976-2016). Task: Predict the reactants needed to synthesize the given product. (1) Given the product [OH:3][N:2]=[C:19]([NH2:20])[CH2:18][C:15]1[CH:14]=[CH:13][C:12]([N+:9]([O-:10])=[O:21])=[CH:17][CH:16]=1, predict the reactants needed to synthesize it. The reactants are: Cl.[NH2:2][OH:3].CO.C[O-].[Na+].[N+:9]([C:12]1[CH:17]=[CH:16][C:15]([CH2:18][C:19]#[N:20])=[CH:14][CH:13]=1)([O-])=[O:10].[OH2:21]. (2) Given the product [CH2:29]([CH:5]([CH2:6][CH2:7][CH2:8][CH2:9][CH2:10][N:11]1[C:15]([C:16]2[CH:17]=[CH:18][CH:19]=[CH:20][CH:21]=2)=[C:14]([C:22]2[CH:27]=[CH:26][CH:25]=[CH:24][CH:23]=2)[N:13]=[C:12]1[CH3:28])[C:4]([OH:31])=[O:3])[CH3:30], predict the reactants needed to synthesize it. The reactants are: C([O:3][C:4](=[O:31])[CH:5]([CH2:29][CH3:30])[CH2:6][CH2:7][CH2:8][CH2:9][CH2:10][N:11]1[C:15]([C:16]2[CH:21]=[CH:20][CH:19]=[CH:18][CH:17]=2)=[C:14]([C:22]2[CH:27]=[CH:26][CH:25]=[CH:24][CH:23]=2)[N:13]=[C:12]1[CH3:28])C.[OH-].[Na+]. (3) Given the product [CH2:1]([C:11]1[CH:16]=[CH:15][C:14]([C:17]([C:19]2[CH:24]=[CH:23][CH:22]=[CH:21][C:20]=2[B:26]2[O:30][C:29]([CH3:32])([CH3:31])[C:28]([CH3:34])([CH3:33])[O:27]2)=[O:18])=[CH:13][CH:12]=1)[CH2:2][CH2:3][CH2:4][CH2:5][CH2:6][CH2:7][CH2:8][CH2:9][CH3:10], predict the reactants needed to synthesize it. The reactants are: [CH2:1]([C:11]1[CH:16]=[CH:15][C:14]([C:17]([C:19]2[CH:24]=[CH:23][CH:22]=[CH:21][C:20]=2I)=[O:18])=[CH:13][CH:12]=1)[CH2:2][CH2:3][CH2:4][CH2:5][CH2:6][CH2:7][CH2:8][CH2:9][CH3:10].[B:26]1([B:26]2[O:30][C:29]([CH3:32])([CH3:31])[C:28]([CH3:34])([CH3:33])[O:27]2)[O:30][C:29]([CH3:32])([CH3:31])[C:28]([CH3:34])([CH3:33])[O:27]1.C([O-])(=O)C.[K+].